From a dataset of Drug-target binding data from BindingDB using IC50 measurements. Regression. Given a target protein amino acid sequence and a drug SMILES string, predict the binding affinity score between them. We predict pIC50 (pIC50 = -log10(IC50 in M); higher means more potent). Dataset: bindingdb_ic50. (1) The compound is CS(=O)(=O)c1ccc(CCC2CCN(S(=O)(=O)CC3(N(O)C=O)CCOCC3)CC2)c(C2CC2)c1. The target protein (P50281) has sequence MSPAPRPPRCLLLPLLTLGTALASLGSAQSSSFSPEAWLQQYGYLPPGDLRTHTQRSPQSLSAAIAAMQKFYGLQVTGKADADTMKAMRRPRCGVPDKFGAEIKANVRRKRYAIQGLKWQHNEITFCIQNYTPKVGEYATYEAIRKAFRVWESATPLRFREVPYAYIREGHEKQADIMIFFAEGFHGDSTPFDGEGGFLAHAYFPGPNIGGDTHFDSAEPWTVRNEDLNGNDIFLVAVHELGHALGLEHSSDPSAIMAPFYQWMDTENFVLPDDDRRGIQQLYGGESGFPTKMPPQPRTTSRPSVPDKPKNPTYGPNICDGNFDTVAMLRGEMFVFKERWFWRVRNNQVMDGYPMPIGQFWRGLPASINTAYERKDGKFVFFKGDKHWVFDEASLEPGYPKHIKELGRGLPTDKIDAALFWMPNGKTYFFRGNKYYRFNEELRAVDSEYPKNIKVWEGIPESPRGSFMGSDEVFTYFYKGNKYWKFNNQKLKVEPGYPKS.... The pIC50 is 5.0. (2) The compound is CN(CCC[C@H](N)C(=O)O)C(N=O)NO. The target protein (Q2KJ64) has sequence MSSKPQSIGVIGAPFSKGQPRGGVEEGPTVLRKAGLLEKLKELECDVKDYGDLSFADNLDDSPFQIVKNPRCVGKASEKLADVVAEVKKTGRISLVLGGDHSLAIGSISGHARVHPDLCVIWVDAHTDINTPLTTKTGNLHGQPVSFLLKELKEKMPEVPGFYWVAPCISAKDIVYIGLRDVDPGEHYILKTLGIKYFSMTEVDKLGIGKVMEETFSYLLGRKKRPIHLSFDVDGLDPSFTPATGTPVQGGLTYREGLYITEEIYKTGLLSGLDIMEVNPSLGKTPEEVTRTVNTTVAITMACFGVAREGNHKPIDYLSPPK. The pIC50 is 3.9.